This data is from Catalyst prediction with 721,799 reactions and 888 catalyst types from USPTO. The task is: Predict which catalyst facilitates the given reaction. Reactant: [NH2:1][C:2]1[CH:3]=[CH:4][C:5]2[O:10][CH2:9][CH2:8][N:7]([C:11]3[S:12][C:13]4[C:14](=[O:22])[NH:15][C:16]([CH3:21])([CH3:20])[CH2:17][C:18]=4[N:19]=3)[C:6]=2[CH:23]=1.[CH3:24][N:25]1[C:29]([C:30](O)=[O:31])=[CH:28][N:27]=[CH:26]1.CCN(C(C)C)C(C)C.C(Cl)CCl.C1C=CC2N(O)N=NC=2C=1. Product: [CH3:20][C:16]1([CH3:21])[NH:15][C:14](=[O:22])[C:13]2[S:12][C:11]([N:7]3[C:6]4[CH:23]=[C:2]([NH:1][C:30]([C:29]5[N:25]([CH3:24])[CH:26]=[N:27][CH:28]=5)=[O:31])[CH:3]=[CH:4][C:5]=4[O:10][CH2:9][CH2:8]3)=[N:19][C:18]=2[CH2:17]1. The catalyst class is: 2.